This data is from Full USPTO retrosynthesis dataset with 1.9M reactions from patents (1976-2016). The task is: Predict the reactants needed to synthesize the given product. (1) Given the product [CH:1]([C:3]1[C:4]([O:25][CH2:38][C:37]2[CH:40]=[CH:41][C:34]([O:33][CH3:32])=[CH:35][CH:36]=2)=[CH:5][CH:6]=[C:7]2[C:12]=1[N:11]=[C:10]([CH:13]([CH3:15])[CH3:14])[N:9]([C:16]1[CH:23]=[CH:22][C:19]([C:20]#[N:21])=[CH:18][CH:17]=1)[C:8]2=[O:24])=[O:2], predict the reactants needed to synthesize it. The reactants are: [CH:1]([C:3]1[C:4]([OH:25])=[CH:5][CH:6]=[C:7]2[C:12]=1[N:11]=[C:10]([CH:13]([CH3:15])[CH3:14])[N:9]([C:16]1[CH:23]=[CH:22][C:19]([C:20]#[N:21])=[CH:18][CH:17]=1)[C:8]2=[O:24])=[O:2].C([O-])([O-])=O.[K+].[K+].[CH3:32][O:33][C:34]1[CH:41]=[CH:40][C:37]([CH2:38]Br)=[CH:36][CH:35]=1. (2) Given the product [CH3:1][O:2][C:3]1[CH:14]=[CH:13][C:6]2[C:7]([C:10]([OH:15])=[O:11])=[N:8][S:9][C:5]=2[CH:4]=1, predict the reactants needed to synthesize it. The reactants are: [CH3:1][O:2][C:3]1[CH:14]=[CH:13][C:6]2[C:7]([C:10](N)=[O:11])=[N:8][S:9][C:5]=2[CH:4]=1.[OH-:15].[Na+].Cl. (3) Given the product [Cl:3][C:4]1[CH:5]=[C:6]([C:11]2[C:12]([C:31]([F:34])([F:32])[F:33])=[N:13][N:14]([C:16]3[CH:26]=[CH:25][C:19]([C:20]([OH:22])=[O:21])=[C:18]([C:27]([F:29])([F:30])[F:28])[CH:17]=3)[CH:15]=2)[CH:7]=[C:8]([Cl:10])[CH:9]=1, predict the reactants needed to synthesize it. The reactants are: [OH-].[Na+].[Cl:3][C:4]1[CH:5]=[C:6]([C:11]2[C:12]([C:31]([F:34])([F:33])[F:32])=[N:13][N:14]([C:16]3[CH:26]=[CH:25][C:19]([C:20]([O:22]CC)=[O:21])=[C:18]([C:27]([F:30])([F:29])[F:28])[CH:17]=3)[CH:15]=2)[CH:7]=[C:8]([Cl:10])[CH:9]=1.